Dataset: Forward reaction prediction with 1.9M reactions from USPTO patents (1976-2016). Task: Predict the product of the given reaction. (1) Given the reactants [CH2:1]([C:3]1[CH:4]=[C:5]([CH2:27][N:28]2[CH2:31][CH:30]([C:32]([O:34]C)=[O:33])[CH2:29]2)[S:6][C:7]=1[C:8]1[N:12]=[C:11]([C:13]2[CH:18]=[CH:17][C:16]([O:19][C:20]3[CH:25]=[CH:24][CH:23]=[CH:22][CH:21]=3)=[C:15]([F:26])[CH:14]=2)[O:10][N:9]=1)[CH3:2].[OH-].[Na+], predict the reaction product. The product is: [CH2:1]([C:3]1[CH:4]=[C:5]([CH2:27][N:28]2[CH2:31][CH:30]([C:32]([OH:34])=[O:33])[CH2:29]2)[S:6][C:7]=1[C:8]1[N:12]=[C:11]([C:13]2[CH:18]=[CH:17][C:16]([O:19][C:20]3[CH:25]=[CH:24][CH:23]=[CH:22][CH:21]=3)=[C:15]([F:26])[CH:14]=2)[O:10][N:9]=1)[CH3:2]. (2) Given the reactants [CH:1]1([CH2:6][C@H:7]([CH2:11][N:12]([CH:21]=[O:22])[O:13][CH2:14][C:15]2[CH:20]=[CH:19][CH:18]=[CH:17][CH:16]=2)[C:8](F)=[O:9])[CH2:5][CH2:4][CH2:3][CH2:2]1.[CH2:23]([O:30][C:31]([N:33]1[CH2:37][CH2:36][CH:35]([C:38]([OH:40])=[O:39])[NH:34]1)=[O:32])[C:24]1[CH:29]=[CH:28][CH:27]=[CH:26][CH:25]=1.CCN(C(C)C)C(C)C, predict the reaction product. The product is: [CH:1]1([CH2:6][C@H:7]([CH2:11][N:12]([CH:21]=[O:22])[O:13][CH2:14][C:15]2[CH:20]=[CH:19][CH:18]=[CH:17][CH:16]=2)[C:8]([N:34]2[C@H:35]([C:38]([OH:40])=[O:39])[CH2:36][CH2:37][N:33]2[C:31]([O:30][CH2:23][C:24]2[CH:29]=[CH:28][CH:27]=[CH:26][CH:25]=2)=[O:32])=[O:9])[CH2:5][CH2:4][CH2:3][CH2:2]1.